From a dataset of Full USPTO retrosynthesis dataset with 1.9M reactions from patents (1976-2016). Predict the reactants needed to synthesize the given product. (1) The reactants are: [Br:1][C:2]1[CH:9]=[CH:8][C:5]([C:6]#[N:7])=[C:4]([CH3:10])[CH:3]=1.[C:11](OC(=O)C)(=[O:13])[CH3:12].[BH4-].[Na+]. Given the product [Br:1][C:2]1[CH:9]=[CH:8][C:5]([CH2:6][NH:7][C:11](=[O:13])[CH3:12])=[C:4]([CH3:10])[CH:3]=1, predict the reactants needed to synthesize it. (2) Given the product [F:10][C:8]([C:11]1[CH:16]=[CH:15][C:14]([CH:17]2[CH2:22][N:21]([C:23]([N:25]3[CH2:30][CH2:29][S:28][CH2:27][CH2:26]3)=[O:24])[CH2:20][CH:19]([C:31]([OH:33])=[O:32])[CH2:18]2)=[CH:13][CH:12]=1)([F:7])[CH3:9], predict the reactants needed to synthesize it. The reactants are: CC(C)([O-])C.[K+].[F:7][C:8]([C:11]1[CH:16]=[CH:15][C:14]([CH:17]2[CH2:22][N:21]([C:23]([N:25]3[CH2:30][CH2:29][S:28][CH2:27][CH2:26]3)=[O:24])[CH2:20][CH:19]([C:31]([O:33]C)=[O:32])[CH2:18]2)=[CH:13][CH:12]=1)([F:10])[CH3:9]. (3) Given the product [CH3:14][CH:15]1[CH2:20][CH2:19][N:18]([S:2]([C:5]2[CH:6]=[C:7]([CH2:8][OH:10])[CH:11]=[CH:12][CH:13]=2)(=[O:3])=[O:4])[CH2:17][CH2:16]1, predict the reactants needed to synthesize it. The reactants are: Cl[S:2]([C:5]1[CH:6]=[C:7]([CH:11]=[CH:12][CH:13]=1)[C:8]([OH:10])=O)(=[O:4])=[O:3].[CH3:14][CH:15]1[CH2:20][CH2:19][NH:18][CH2:17][CH2:16]1.C[Si](C=[N+]=[N-])(C)C.